Dataset: Forward reaction prediction with 1.9M reactions from USPTO patents (1976-2016). Task: Predict the product of the given reaction. (1) Given the reactants [NH:1]1[CH2:7][CH2:6][CH2:5][C@@H:2]1[CH2:3][OH:4].S(O[CH2:13][CH2:14][C:15]1[CH:20]=[CH:19][C:18]([N:21]2[CH2:25][CH2:24][CH2:23][CH2:22]2)=[CH:17][CH:16]=1)(=O)(=O)C.C(=O)([O-])[O-].[Na+].[Na+], predict the reaction product. The product is: [OH:4][CH2:3][C@H:2]1[CH2:5][CH2:6][CH2:7][N:1]1[CH2:13][CH2:14][C:15]1[CH:20]=[CH:19][C:18]([N:21]2[CH2:25][CH2:24][CH2:23][CH2:22]2)=[CH:17][CH:16]=1. (2) Given the reactants C([O:4][C:5]1[CH:17]=[CH:16][C:8]([O:9][CH2:10][C:11]([O:13][CH2:14][CH3:15])=[O:12])=[C:7]([CH3:18])[CH:6]=1)(=O)C.C[O-].[Na+], predict the reaction product. The product is: [OH:4][C:5]1[CH:17]=[CH:16][C:8]([O:9][CH2:10][C:11]([O:13][CH2:14][CH3:15])=[O:12])=[C:7]([CH3:18])[CH:6]=1. (3) Given the reactants [Cl:1][C:2]1[CH:3]=[C:4]([CH2:14][N:15]2[C:19]([CH3:20])=[CH:18][C:17]([NH:21][C:22]([O:24][CH2:25][CH:26]3[CH2:31][CH2:30][N:29](C(OC(C)(C)C)=O)[CH2:28][CH2:27]3)=[O:23])=[N:16]2)[C:5]2[O:9][C:8]([CH:10]([CH3:12])[CH3:11])=[CH:7][C:6]=2[CH:13]=1, predict the reaction product. The product is: [ClH:1].[Cl:1][C:2]1[CH:3]=[C:4]([CH2:14][N:15]2[C:19]([CH3:20])=[CH:18][C:17]([NH:21][C:22](=[O:23])[O:24][CH2:25][CH:26]3[CH2:27][CH2:28][NH:29][CH2:30][CH2:31]3)=[N:16]2)[C:5]2[O:9][C:8]([CH:10]([CH3:11])[CH3:12])=[CH:7][C:6]=2[CH:13]=1.